Regression. Given a peptide amino acid sequence and an MHC pseudo amino acid sequence, predict their binding affinity value. This is MHC class I binding data. From a dataset of Peptide-MHC class I binding affinity with 185,985 pairs from IEDB/IMGT. (1) The peptide sequence is SLFYTFAISY. The MHC is HLA-A68:01 with pseudo-sequence HLA-A68:01. The binding affinity (normalized) is 0.336. (2) The peptide sequence is AEIRASANLA. The MHC is HLA-B44:03 with pseudo-sequence HLA-B44:03. The binding affinity (normalized) is 0.576.